From a dataset of Forward reaction prediction with 1.9M reactions from USPTO patents (1976-2016). Predict the product of the given reaction. (1) Given the reactants [F:1][C:2]1[CH:3]=[C:4]([C:35]2[C:36]([C:41]#[N:42])=[CH:37][CH:38]=[CH:39][CH:40]=2)[CH:5]=[CH:6][C:7]=1[CH2:8][C:9]1[C:10](=[O:34])[N:11]([CH:21]2[CH2:33][CH2:32][C:24]3([O:28][C@H:27]4[CH2:29][O:30][CH2:31][C@H:26]4[O:25]3)[CH2:23][CH2:22]2)[C:12]2[N:13]([N:18]=[CH:19][N:20]=2)[C:14]=1[CH2:15][CH2:16][CH3:17].C([BH3-])#N.[Na+].O1CCCC1, predict the reaction product. The product is: [F:1][C:2]1[CH:3]=[C:4]([C:35]2[C:36]([C:41]#[N:42])=[CH:37][CH:38]=[CH:39][CH:40]=2)[CH:5]=[CH:6][C:7]=1[CH2:8][C:9]1[C:10](=[O:34])[N:11]([C@H:21]2[CH2:22][CH2:23][C@H:24]([O:25][C@H:26]3[C@@H:27]([OH:28])[CH2:29][O:30][CH2:31]3)[CH2:32][CH2:33]2)[C:12]2[N:13]([N:18]=[CH:19][N:20]=2)[C:14]=1[CH2:15][CH2:16][CH3:17]. (2) Given the reactants [C:1]([C:4]1[CH:5]=[C:6]([CH:35]=[CH:36][CH:37]=1)[O:7][C:8]1[CH:13]=[CH:12][C:11]([NH:14][C:15]2[C:16]3[N:23]([CH2:24][CH2:25][NH:26][C:27](=[O:33])[CH2:28][C:29]([OH:32])([CH3:31])[CH3:30])[CH:22]=[CH:21][C:17]=3[N:18]=[CH:19][N:20]=2)=[CH:10][C:9]=1[Cl:34])(=O)[CH3:2].Cl.[CH2:39]([O:41][NH2:42])[CH3:40].C([O-])(=O)C.[Na+].O, predict the reaction product. The product is: [ClH:34].[Cl:34][C:9]1[CH:10]=[C:11]([NH:14][C:15]2[C:16]3[N:23]([CH2:24][CH2:25][NH:26][C:27](=[O:33])[CH2:28][C:29]([OH:32])([CH3:30])[CH3:31])[CH:22]=[CH:21][C:17]=3[N:18]=[CH:19][N:20]=2)[CH:12]=[CH:13][C:8]=1[O:7][C:6]1[CH:35]=[CH:36][CH:37]=[C:4](/[C:1](=[N:42]/[O:41][CH2:39][CH3:40])/[CH3:2])[CH:5]=1. (3) Given the reactants [NH2:1][C:2]1[CH:3]=[CH:4][CH:5]=[C:6]2[C:11]=1[N:10]=[CH:9][CH:8]=[CH:7]2.Br[C:13]1[CH:22]=[CH:21][C:20]2[C:15](=[CH:16][CH:17]=[CH:18][CH:19]=2)[CH:14]=1.CC(C)([O-])C.[Na+], predict the reaction product. The product is: [CH:19]1[C:20]2[C:15](=[CH:14][CH:13]=[CH:22][CH:21]=2)[CH:16]=[CH:17][C:18]=1[NH:1][C:2]1[CH:3]=[CH:4][CH:5]=[C:6]2[C:11]=1[NH:10][CH2:9][CH2:8][CH2:7]2.